Dataset: Forward reaction prediction with 1.9M reactions from USPTO patents (1976-2016). Task: Predict the product of the given reaction. (1) Given the reactants N1C=C2C(N=CN2)=NC=1.[Cl:10][C:11]1[CH:12]=[C:13]([C:26]2[N:34]=[C:33]([CH3:35])[N:32]=[C:31]3[C:27]=2[N:28]=[CH:29][N:30]3C2CCCCO2)[C:14]([NH:17][C:18]2[CH:19]=[N:20][C:21]([O:24][CH3:25])=[CH:22][CH:23]=2)=[N:15][CH:16]=1.Cl.[OH-].[Na+], predict the reaction product. The product is: [Cl:10][C:11]1[CH:12]=[C:13]([C:26]2[N:34]=[C:33]([CH3:35])[N:32]=[C:31]3[C:27]=2[N:28]=[CH:29][NH:30]3)[C:14]([NH:17][C:18]2[CH:19]=[N:20][C:21]([O:24][CH3:25])=[CH:22][CH:23]=2)=[N:15][CH:16]=1. (2) Given the reactants [C:1]([CH2:3][C:4]([NH:6][N:7]1[CH:11]=[CH:10][N:9]=[C:8]1[C:12]([O:14]CC)=O)=[O:5])#[N:2].C(N1CCCC(NC2C=C(N(CC3C=CC(OC)=CC=3)C3C=CC=CC=3)C3N(C(C#N)=CN=3)N=2)C1)C1C=CC=CC=1.CC(C)([O-])C.[K+].Cl, predict the reaction product. The product is: [O:5]=[C:4]1[NH:6][N:7]2[CH:11]=[CH:10][N:9]=[C:8]2[C:12](=[O:14])[CH:3]1[C:1]#[N:2].